This data is from Forward reaction prediction with 1.9M reactions from USPTO patents (1976-2016). The task is: Predict the product of the given reaction. (1) Given the reactants [CH3:1][C:2]1[NH:6][N:5]=[C:4]([C:7]2[O:11][N:10]=[C:9]([C:12]3[CH:17]=[CH:16][C:15]([O:18][C:19]([F:22])([F:21])[F:20])=[CH:14][CH:13]=3)[N:8]=2)[N:3]=1.C([O-])([O-])=O.[Cs+].[Cs+].[Cl:29][C:30]1[N:35]=[C:34]([CH2:36]Cl)[CH:33]=[CH:32][N:31]=1, predict the reaction product. The product is: [Cl:29][C:30]1[N:35]=[C:34]([CH2:36][N:6]2[C:2]([CH3:1])=[N:3][C:4]([C:7]3[O:11][N:10]=[C:9]([C:12]4[CH:13]=[CH:14][C:15]([O:18][C:19]([F:22])([F:20])[F:21])=[CH:16][CH:17]=4)[N:8]=3)=[N:5]2)[CH:33]=[CH:32][N:31]=1. (2) Given the reactants [P:1]([O-:5])([O-:4])([O-:3])=[O:2].[OH:6][P:7]([O-:10])([OH:9])=[O:8].[Na+:11].OP([O-])([O-])=O.[Na+].[Na+], predict the reaction product. The product is: [OH:3][P:1]([O-:5])([O-:4])=[O:2].[Na+:11].[Na+:11].[P:7]([O-:10])([O-:9])([O-:8])=[O:6].[Na+:11].[Na+:11].[Na+:11]. (3) Given the reactants [C:1]([OH:22])(=[O:21])[CH2:2][CH2:3][CH2:4][CH2:5][CH2:6][CH2:7][CH2:8][CH2:9][CH2:10][CH2:11][CH2:12][CH2:13][CH2:14][CH2:15][CH2:16][CH2:17][C:18]([OH:20])=[O:19].[CH3:23][CH:24]([CH2:27][CH2:28][CH3:29])[CH2:25]O, predict the reaction product. The product is: [CH3:23][CH:24]([CH2:27][CH2:28][CH3:29])[CH2:25][O:19][C:18](=[O:20])[CH2:17][CH2:16][CH2:15][CH2:14][CH2:13][CH2:12][CH2:11][CH2:10][CH2:9][CH2:8][CH2:7][CH2:6][CH2:5][CH2:4][CH2:3][CH2:2][C:1]([O:22][CH2:23][CH:24]([CH3:25])[CH2:27][CH2:28][CH3:29])=[O:21]. (4) The product is: [O:4]1[CH2:5][CH2:6][O:7][CH:3]1[CH2:2][NH:1][C:28](=[O:29])[N:27]([C:17]1[CH:18]=[CH:19][C:20]([S:22][C:23]([F:24])([F:25])[F:26])=[CH:21][C:16]=1[F:15])[CH3:31]. Given the reactants [NH2:1][CH2:2][CH:3]1[O:7][CH2:6][CH2:5][O:4]1.C(N(CC)CC)C.[F:15][C:16]1[CH:21]=[C:20]([S:22][C:23]([F:26])([F:25])[F:24])[CH:19]=[CH:18][C:17]=1[N:27]([CH3:31])[C:28](Cl)=[O:29], predict the reaction product. (5) Given the reactants [NH2:1][C@@H:2]([C:10]([OH:12])=O)[CH2:3][C:4]1[CH:9]=[CH:8][CH:7]=[CH:6][CH:5]=1.[C:13]([O:17]NC=O)([CH3:16])([CH3:15])[CH3:14].ON1C2C=CC=CC=2N=N1.Cl.CN(C)CCCN=C=NCC.[CH3:43][O:44][C:45]1[CH:50]=[CH:49][CH:48]=[CH:47][C:46]=1[N:51]1[CH2:56][CH2:55][NH:54][CH2:53][CH2:52]1.CN1CC[O:61][CH2:60]C1, predict the reaction product. The product is: [C:13]([O:17][C:60](=[O:61])[NH:1][C@H:2]([CH2:3][C:4]1[CH:5]=[CH:6][CH:7]=[CH:8][CH:9]=1)[C:10]([N:54]1[CH2:55][CH2:56][N:51]([C:46]2[CH:47]=[CH:48][CH:49]=[CH:50][C:45]=2[O:44][CH3:43])[CH2:52][CH2:53]1)=[O:12])([CH3:14])([CH3:15])[CH3:16]. (6) The product is: [F:41][C:38]([F:39])([F:40])[CH2:37][NH:36][S:33]([C:29]1[CH:28]=[C:27]([NH:26][C:12]([C:11]2[CH:10]=[N:9][N:8]3[C:3]([CH:2]([F:25])[F:1])=[CH:4][C:5]([C:15]4[CH:16]=[CH:17][C:18]([C:21]([F:22])([F:23])[F:24])=[CH:19][CH:20]=4)=[N:6][C:7]=23)=[O:14])[CH:32]=[CH:31][CH:30]=1)(=[O:35])=[O:34]. Given the reactants [F:1][CH:2]([F:25])[C:3]1[N:8]2[N:9]=[CH:10][C:11]([C:12]([OH:14])=O)=[C:7]2[N:6]=[C:5]([C:15]2[CH:20]=[CH:19][C:18]([C:21]([F:24])([F:23])[F:22])=[CH:17][CH:16]=2)[CH:4]=1.[NH2:26][C:27]1[CH:28]=[C:29]([S:33]([NH:36][CH2:37][C:38]([F:41])([F:40])[F:39])(=[O:35])=[O:34])[CH:30]=[CH:31][CH:32]=1, predict the reaction product. (7) The product is: [C:11]1(=[O:14])[C:12]2[C:13]3[CH:3]=[CH:2][CH2:1][O:4][C:5]=3[CH:6]=[CH:7][C:8]=2[CH2:9][NH:10]1. Given the reactants [CH2:1]([O:4][C:5]1[CH:13]=[C:12]2[C:8]([CH2:9][NH:10][C:11]2=[O:14])=[CH:7][CH:6]=1)[C:2]#[CH:3].C(N(CC)C1C=CC=CC=1)C, predict the reaction product. (8) Given the reactants [C:1]1([CH2:7][O:8][C:9]([N:11]2[CH2:14][C:13]([C@H:31]3[CH2:36][CH2:35][CH2:34][CH2:33][N:32]3[C:37]([O:39][C:40]([CH3:43])([CH3:42])[CH3:41])=[O:38])([O:15]C(=O)[C@](OC)(C3C=CC=CC=3)C(F)(F)F)[CH2:12]2)=[O:10])[CH:6]=[CH:5][CH:4]=[CH:3][CH:2]=1.[OH-].[Na+], predict the reaction product. The product is: [OH:15][C:13]1([C@H:31]2[CH2:36][CH2:35][CH2:34][CH2:33][N:32]2[C:37]([O:39][C:40]([CH3:43])([CH3:42])[CH3:41])=[O:38])[CH2:12][N:11]([C:9]([O:8][CH2:7][C:1]2[CH:6]=[CH:5][CH:4]=[CH:3][CH:2]=2)=[O:10])[CH2:14]1. (9) Given the reactants [Cl:1][C:2]1[CH:7]=[CH:6][CH:5]=[CH:4][CH:3]=1.[N+:8]([O-])([OH:10])=[O:9], predict the reaction product. The product is: [N+:8]([C:3]1[CH:4]=[CH:5][CH:6]=[CH:7][C:2]=1[Cl:1])([O-:10])=[O:9].